From a dataset of Peptide-MHC class I binding affinity with 185,985 pairs from IEDB/IMGT. Regression. Given a peptide amino acid sequence and an MHC pseudo amino acid sequence, predict their binding affinity value. This is MHC class I binding data. (1) The peptide sequence is SAFEWHLTF. The MHC is H-2-Db with pseudo-sequence H-2-Db. The binding affinity (normalized) is 0.137. (2) The peptide sequence is KTEHCDDFM. The MHC is HLA-A03:01 with pseudo-sequence HLA-A03:01. The binding affinity (normalized) is 0. (3) The MHC is HLA-A02:02 with pseudo-sequence HLA-A02:02. The peptide sequence is YLPEVISTIA. The binding affinity (normalized) is 0.779. (4) The peptide sequence is IAQSLDSWWTSL. The MHC is H-2-Ld with pseudo-sequence H-2-Ld. The binding affinity (normalized) is 0. (5) The peptide sequence is KFGKNHIHR. The MHC is HLA-A31:01 with pseudo-sequence HLA-A31:01. The binding affinity (normalized) is 0.862. (6) The peptide sequence is FLGSHSEPL. The MHC is HLA-A01:01 with pseudo-sequence HLA-A01:01. The binding affinity (normalized) is 0.0847. (7) The peptide sequence is ETQGVTAEI. The MHC is HLA-A68:02 with pseudo-sequence HLA-A68:02. The binding affinity (normalized) is 0.900.